Dataset: Reaction yield outcomes from USPTO patents with 853,638 reactions. Task: Predict the reaction yield, written as a fraction of the theoretical maximum amount of product (1.0 means a 100% yield; for example, 0.34 means a 34% yield). (1) The reactants are Cl[C:2]1[N:11]=[C:10]([NH:12][CH:13]([C:22]2[CH:27]=[CH:26][CH:25]=[CH:24][CH:23]=2)[CH2:14][CH2:15][C:16]2[CH:21]=[CH:20][CH:19]=[CH:18][CH:17]=2)[C:9]2[C:4](=[CH:5][CH:6]=[CH:7][CH:8]=2)[N:3]=1.[CH3:28][N:29]([CH3:45])[C:30]1[CH:35]=[CH:34][C:33](B2OC(C)(C)C(C)(C)O2)=[CH:32][CH:31]=1.C1(C(C2C=CC=CN=2)CNC2C3C(=CC=CC=3)N=C(C3C=CC(NS(C)(=O)=O)=CC=3)N=2)C=CC=CC=1. The catalyst is C(Cl)(Cl)Cl.CO. The product is [CH3:28][N:29]([CH3:45])[C:30]1[CH:35]=[CH:34][C:33]([C:2]2[N:11]=[C:10]([NH:12][CH:13]([C:22]3[CH:27]=[CH:26][CH:25]=[CH:24][CH:23]=3)[CH2:14][CH2:15][C:16]3[CH:21]=[CH:20][CH:19]=[CH:18][CH:17]=3)[C:9]3[C:4](=[CH:5][CH:6]=[CH:7][CH:8]=3)[N:3]=2)=[CH:32][CH:31]=1. The yield is 0.410. (2) The reactants are [Cl-].O[NH3+:3].[C:4](=[O:7])([O-])[OH:5].[Na+].CS(C)=O.[C:13]([C:15]1[CH:20]=[CH:19][CH:18]=[CH:17][C:16]=1[C:21]1[CH:26]=[CH:25][C:24]([CH2:27][C:28]2[C:33](=[O:34])[N:32]([C:35]3[CH:48]=[CH:47][C:38]([O:39][C:40]([CH3:46])([CH3:45])[C:41]([O:43][CH3:44])=[O:42])=[CH:37][CH:36]=3)[C:31]([CH3:49])=[N:30][C:29]=2[CH2:50][CH2:51][CH3:52])=[CH:23][CH:22]=1)#[N:14]. The catalyst is O.C(OCC)(=O)C. The product is [CH3:46][C:40]([O:39][C:38]1[CH:37]=[CH:36][C:35]([N:32]2[C:33](=[O:34])[C:28]([CH2:27][C:24]3[CH:23]=[CH:22][C:21]([C:16]4[CH:17]=[CH:18][CH:19]=[CH:20][C:15]=4[C:13]4[NH:3][C:4](=[O:7])[O:5][N:14]=4)=[CH:26][CH:25]=3)=[C:29]([CH2:50][CH2:51][CH3:52])[N:30]=[C:31]2[CH3:49])=[CH:48][CH:47]=1)([CH3:45])[C:41]([O:43][CH3:44])=[O:42]. The yield is 0.410. (3) The reactants are C(Cl)(=O)C(Cl)=O.CS(C)=O.[CH2:11]([O:18][C:19]1[CH:24]=[CH:23][C:22]([S:25][CH3:26])=[CH:21][C:20]=1[C:27]([CH3:32])([CH3:31])[CH2:28][CH2:29][OH:30])[C:12]1[CH:17]=[CH:16][CH:15]=[CH:14][CH:13]=1.O. The catalyst is ClCCl. The product is [CH2:11]([O:18][C:19]1[CH:24]=[CH:23][C:22]([S:25][CH3:26])=[CH:21][C:20]=1[C:27]([CH3:32])([CH3:31])[CH2:28][CH:29]=[O:30])[C:12]1[CH:13]=[CH:14][CH:15]=[CH:16][CH:17]=1. The yield is 0.787. (4) The reactants are Cl.Cl.Cl.[O:4]1[C:12]2[CH:11]=[CH:10][N:9]=[C:8]([N:13]3[CH2:18][CH2:17][N:16]([CH2:19][CH2:20][C@H:21]4[CH2:26][CH2:25][C@H:24]([NH2:27])[CH2:23][CH2:22]4)[CH2:15][CH2:14]3)[C:7]=2[CH:6]=[CH:5]1.CCN(CC)CC.[CH3:35][S:36](Cl)(=[O:38])=[O:37].O. The catalyst is C(Cl)Cl. The product is [O:4]1[C:12]2[CH:11]=[CH:10][N:9]=[C:8]([N:13]3[CH2:18][CH2:17][N:16]([CH2:19][CH2:20][C@H:21]4[CH2:26][CH2:25][C@H:24]([NH:27][S:36]([CH3:35])(=[O:38])=[O:37])[CH2:23][CH2:22]4)[CH2:15][CH2:14]3)[C:7]=2[CH:6]=[CH:5]1. The yield is 0.560. (5) The reactants are [CH2:1]([NH:8][C:9](=[O:24])[C@H:10]([NH:16][C:17](=O)[O:18]C(C)(C)C)[CH2:11][O:12][CH:13]([F:15])[F:14])[C:2]1[CH:7]=[CH:6][CH:5]=[CH:4][CH:3]=1.F[C:26](F)(F)C(O)=O. The catalyst is ClCCl. The product is [C:17]([NH:16][C@H:10]([CH2:11][O:12][CH:13]([F:15])[F:14])[C:9]([NH:8][CH2:1][C:2]1[CH:7]=[CH:6][CH:5]=[CH:4][CH:3]=1)=[O:24])(=[O:18])[CH3:26]. The yield is 0.772. (6) The reactants are C1(P(C2C=CC=CC=2)C2C=CC=CC=2)C=CC=CC=1.BrN1C(=O)CCC1=O.[CH:28]1([CH2:33][CH:34]([C:38]2[CH:43]=[CH:42][C:41]([N:44]3[C:48]([CH3:49])=[N:47][N:46]=[N:45]3)=[C:40]([C:50]([F:53])([F:52])[F:51])[CH:39]=2)[C:35](O)=[O:36])[CH2:32][CH2:31][CH2:30][CH2:29]1.[NH2:54][C:55]1[CH:60]=[CH:59][C:58]([Br:61])=[CH:57][N:56]=1. The catalyst is C(Cl)Cl. The product is [Br:61][C:58]1[CH:59]=[CH:60][C:55]([NH:54][C:35](=[O:36])[CH:34]([C:38]2[CH:43]=[CH:42][C:41]([N:44]3[C:48]([CH3:49])=[N:47][N:46]=[N:45]3)=[C:40]([C:50]([F:51])([F:53])[F:52])[CH:39]=2)[CH2:33][CH:28]2[CH2:29][CH2:30][CH2:31][CH2:32]2)=[N:56][CH:57]=1. The yield is 0.420. (7) The reactants are C(NC(C)C)(C)C.[Li]CCCC.[CH:13]1([NH:16][C:17]([C:19]2[C:20]3[CH:21]=[CH:22][N:23]([CH2:28][O:29][CH2:30][CH3:31])[C:24]=3[CH:25]=[CH:26][CH:27]=2)=[O:18])[CH2:15][CH2:14]1.B(OC(C)C)(OC(C)C)OC(C)C.[Cl:45][C:46]1[N:51]=[C:50](Cl)[C:49]([Cl:53])=[CH:48][N:47]=1. The catalyst is C1COCC1.[Cl-].[Cl-].C1(P([C-]2C=CC=C2)C2C=CC=CC=2)C=CC=CC=1.[CH-]1C=CC=C1.[Fe+2].[Pd+2]. The product is [CH:13]1([NH:16][C:17]([C:19]2[C:20]3[CH:21]=[C:22]([C:48]4[C:49]([Cl:53])=[CH:50][N:51]=[C:46]([Cl:45])[N:47]=4)[N:23]([CH2:28][O:29][CH2:30][CH3:31])[C:24]=3[CH:25]=[CH:26][CH:27]=2)=[O:18])[CH2:15][CH2:14]1. The yield is 0.320. (8) The reactants are [Cl:1][CH2:2][CH:3]=O.Cl.[C:6]([O:10][NH2:11])([CH3:9])([CH3:8])[CH3:7]. No catalyst specified. The product is [C:6]([O:10][N:11]=[CH:3][CH2:2][Cl:1])([CH3:9])([CH3:8])[CH3:7]. The yield is 0.940.